From a dataset of Full USPTO retrosynthesis dataset with 1.9M reactions from patents (1976-2016). Predict the reactants needed to synthesize the given product. Given the product [NH2:1][C:2]1[C:7]2=[C:8]([C:16]3[CH:21]=[CH:20][C:19]([NH:22][C:23]([NH:25][C:26]4[CH:31]=[C:30]([C:32]([F:33])([F:34])[F:35])[CH:29]=[CH:28][C:27]=4[F:36])=[O:24])=[CH:18][CH:17]=3)[C:9]([CH2:13][O:14][CH3:15])=[C:10]([CH2:11][OH:12])[N:6]2[N:5]=[CH:4][N:3]=1, predict the reactants needed to synthesize it. The reactants are: [NH2:1][C:2]1[C:7]2=[C:8]([C:16]3[CH:21]=[CH:20][C:19]([NH:22][C:23]([NH:25][C:26]4[CH:31]=[C:30]([C:32]([F:35])([F:34])[F:33])[CH:29]=[CH:28][C:27]=4[F:36])=[O:24])=[CH:18][CH:17]=3)[C:9]([CH2:13][O:14][CH3:15])=[C:10]([CH:11]=[O:12])[N:6]2[N:5]=[CH:4][N:3]=1.CC(C[AlH]CC(C)C)C.